This data is from Catalyst prediction with 721,799 reactions and 888 catalyst types from USPTO. The task is: Predict which catalyst facilitates the given reaction. (1) Reactant: [NH:1]1[CH2:6][CH2:5][CH:4]([C:7]2[N:11]3[C:12]4[CH:18]=[CH:17][N:16]([CH2:19][O:20][CH2:21][CH2:22][Si:23]([CH3:26])([CH3:25])[CH3:24])[C:13]=4[N:14]=[CH:15][C:10]3=[N:9][CH:8]=2)[CH2:3][CH2:2]1.Cl.[N:28]1([C:33](=N)[NH2:34])C=CC=N1.CCN(C(C)C)C(C)C. Product: [CH3:24][Si:23]([CH3:26])([CH3:25])[CH2:22][CH2:21][O:20][CH2:19][N:16]1[C:13]2[N:14]=[CH:15][C:10]3[N:11]([C:7]([CH:4]4[CH2:3][CH2:2][N:1]([C:33](=[NH:28])[NH2:34])[CH2:6][CH2:5]4)=[CH:8][N:9]=3)[C:12]=2[CH:18]=[CH:17]1. The catalyst class is: 3. (2) Reactant: [C:1]1([CH:7]([C:19]2[CH:24]=[CH:23][CH:22]=[CH:21][CH:20]=2)[CH:8]2[CH2:13][CH2:12][N:11]([CH2:14][C:15]([O:17][CH3:18])=[O:16])[CH2:10][CH2:9]2)[CH:6]=[CH:5][CH:4]=[CH:3][CH:2]=1.[CH2:25](O)[CH:26](C)[CH3:27].C1COCC1.[H-].[Na+]. Product: [C:19]1([CH:7]([C:1]2[CH:2]=[CH:3][CH:4]=[CH:5][CH:6]=2)[CH:8]2[CH2:9][CH2:10][N:11]([CH2:14][C:15]([O:17][CH2:18][CH:26]([CH3:27])[CH3:25])=[O:16])[CH2:12][CH2:13]2)[CH:20]=[CH:21][CH:22]=[CH:23][CH:24]=1. The catalyst class is: 238. (3) Reactant: [C:1]([C:3]1[N:8]=[CH:7][C:6](N[C@@H]2CCCC[C@@H]2NC(=O)OC(C)(C)C)=[CH:5][C:4]=1[NH:24][C:25]1[CH:30]=[C:29]([C:31]2[C:32]([CH3:36])=[N:33][O:34][CH:35]=2)[CH:28]=[C:27]([CH3:37])[N:26]=1)#[N:2].C(O)(C(F)(F)F)=O. Product: [CH3:37][C:27]1[N:26]=[C:25]([NH:24][C:4]2[C:3]([C:1]#[N:2])=[N:8][CH:7]=[CH:6][CH:5]=2)[CH:30]=[C:29]([C:31]2[C:32]([CH3:36])=[N:33][O:34][CH:35]=2)[CH:28]=1. The catalyst class is: 2. (4) Reactant: [O:1]=[C:2]1[C:10]2[N:9]([CH2:11][C:12](=[O:19])[NH:13][CH2:14][C:15](=O)[CH2:16][CH3:17])[N:8]=[C:7]([C:20]([O:22][CH2:23][CH3:24])=[O:21])[C:6]=2[CH2:5][CH2:4][CH2:3]1.P(Cl)(Cl)(Cl)=O.[OH-].[Na+]. Product: [CH2:16]([C:15]1[O:19][C:12]([CH2:11][N:9]2[C:10]3[C:2](=[O:1])[CH2:3][CH2:4][CH2:5][C:6]=3[C:7]([C:20]([O:22][CH2:23][CH3:24])=[O:21])=[N:8]2)=[N:13][CH:14]=1)[CH3:17]. The catalyst class is: 11.